Dataset: Catalyst prediction with 721,799 reactions and 888 catalyst types from USPTO. Task: Predict which catalyst facilitates the given reaction. (1) Reactant: Br[C:2]1[C:3]([NH2:8])=[N:4][CH:5]=[CH:6][CH:7]=1.P([O-])([O-])([O-])=O.[K+].[K+].[K+].[CH:17]([C:20]1[CH:25]=[CH:24][C:23]([OH:26])=[CH:22][CH:21]=1)([CH3:19])[CH3:18].N1C=CC=CC=1C.[Cl-].[NH4+]. Product: [CH3:18][CH:17]([C:20]1[CH:25]=[CH:24][C:23]([O:26][C:2]2[C:3]([NH2:8])=[N:4][CH:5]=[CH:6][CH:7]=2)=[CH:22][CH:21]=1)[CH3:19]. The catalyst class is: 16. (2) Reactant: B(Cl)(Cl)Cl.C([O:12][C:13]1[CH:18]=[CH:17][C:16]([N:19]([C:59]2[CH:64]=[CH:63][CH:62]=[CH:61][CH:60]=2)[C:20]([C:22]2[C:30]3[C:25](=[CH:26][CH:27]=[CH:28][CH:29]=3)[N:24]([C:31]3[CH:57]=[C:56]([Cl:58])[CH:55]=[CH:54][C:32]=3[C:33]([N:35]3[C@H:44]([CH2:45][NH:46]C(=O)OC(C)(C)C)[CH2:43][C:42]4[C:37](=[CH:38][CH:39]=[CH:40][CH:41]=4)[CH2:36]3)=[O:34])[CH:23]=2)=[O:21])=[CH:15][CH:14]=1)C1C=CC=CC=1.B(Br)(Br)Br.CO. Product: [NH2:46][CH2:45][C@@H:44]1[CH2:43][C:42]2[C:37](=[CH:38][CH:39]=[CH:40][CH:41]=2)[CH2:36][N:35]1[C:33]([C:32]1[CH:54]=[CH:55][C:56]([Cl:58])=[CH:57][C:31]=1[N:24]1[C:25]2[C:30](=[CH:29][CH:28]=[CH:27][CH:26]=2)[C:22]([C:20]([N:19]([C:16]2[CH:17]=[CH:18][C:13]([OH:12])=[CH:14][CH:15]=2)[C:59]2[CH:60]=[CH:61][CH:62]=[CH:63][CH:64]=2)=[O:21])=[CH:23]1)=[O:34]. The catalyst class is: 4.